From a dataset of Full USPTO retrosynthesis dataset with 1.9M reactions from patents (1976-2016). Predict the reactants needed to synthesize the given product. Given the product [CH3:1][N:2]1[CH:6]=[C:5]([C:7]2[CH:8]=[C:9]([C:13]3([C:28]([NH2:29])=[O:30])[CH2:18][CH2:17][N:16]([C:19]4[N:27]=[CH:26][N:25]=[C:24]5[C:20]=4[N:21]=[CH:22][NH:23]5)[CH2:15][CH2:14]3)[CH:10]=[CH:11][CH:12]=2)[CH:4]=[N:3]1, predict the reactants needed to synthesize it. The reactants are: [CH3:1][N:2]1[CH:6]=[C:5]([C:7]2[CH:8]=[C:9]([C:13]3([C:28]#[N:29])[CH2:18][CH2:17][N:16]([C:19]4[N:27]=[CH:26][N:25]=[C:24]5[C:20]=4[N:21]=[CH:22][NH:23]5)[CH2:15][CH2:14]3)[CH:10]=[CH:11][CH:12]=2)[CH:4]=[N:3]1.[O:30]1CCOCC1.[OH-].[Na+].